Dataset: Forward reaction prediction with 1.9M reactions from USPTO patents (1976-2016). Task: Predict the product of the given reaction. (1) Given the reactants Cl[C:2]1[N:7]=[C:6]([CH3:8])[N:5]=[C:4]([N:9]([CH2:19][C:20]2[CH:25]=[CH:24][C:23]([O:26][CH3:27])=[CH:22][CH:21]=2)[CH2:10][C:11]2[CH:16]=[CH:15][C:14]([O:17][CH3:18])=[CH:13][CH:12]=2)[N:3]=1.[IH:28], predict the reaction product. The product is: [I:28][C:2]1[N:7]=[C:6]([CH3:8])[N:5]=[C:4]([N:9]([CH2:19][C:20]2[CH:25]=[CH:24][C:23]([O:26][CH3:27])=[CH:22][CH:21]=2)[CH2:10][C:11]2[CH:16]=[CH:15][C:14]([O:17][CH3:18])=[CH:13][CH:12]=2)[N:3]=1. (2) Given the reactants [CH3:1][O:2][C:3]1[CH:8]=[CH:7][C:6]([C@@H:9]2[C@@H:14]([O:15][CH2:16][C:17]3[CH:18]=[CH:19][C:20]4[O:25][CH2:24][CH2:23][N:22]([CH2:26][CH2:27][CH2:28][O:29][CH3:30])[C:21]=4[CH:31]=3)[CH2:13][N:12]([S:32]([C:35]3[CH:40]=[CH:39][C:38]([CH3:41])=[CH:37][CH:36]=3)(=[O:34])=[O:33])[CH2:11][C@H:10]2[O:42][CH2:43][CH2:44][CH2:45][OH:46])=[CH:5][CH:4]=1.C(N(CC)CC)C.S(=O)(=O)(O)[O-].[K+], predict the reaction product. The product is: [CH3:1][O:2][C:3]1[CH:8]=[CH:7][C:6]([C@@H:9]2[C@@H:14]([O:15][CH2:16][C:17]3[CH:18]=[CH:19][C:20]4[O:25][CH2:24][CH2:23][N:22]([CH2:26][CH2:27][CH2:28][O:29][CH3:30])[C:21]=4[CH:31]=3)[CH2:13][N:12]([S:32]([C:35]3[CH:36]=[CH:37][C:38]([CH3:41])=[CH:39][CH:40]=3)(=[O:34])=[O:33])[CH2:11][C@H:10]2[O:42][CH2:43][CH2:44][CH:45]=[O:46])=[CH:5][CH:4]=1. (3) Given the reactants [N+:1]([C:4]1[CH:13]=[CH:12][C:11]([C:14]([OH:16])=[O:15])=[C:10]2[C:5]=1[CH:6]=[CH:7][CH:8]=[N:9]2)([O-:3])=[O:2].IC.[C:19](=O)([O-])[O-].[K+].[K+].O, predict the reaction product. The product is: [CH3:19][O:15][C:14]([C:11]1[CH:12]=[CH:13][C:4]([N+:1]([O-:3])=[O:2])=[C:5]2[C:10]=1[N:9]=[CH:8][CH:7]=[CH:6]2)=[O:16]. (4) Given the reactants [Br:1][CH2:2][CH2:3][CH2:4][CH2:5][CH2:6][CH2:7][CH2:8][C:9]([NH:11][C:12]1[CH:24]=[CH:23][C:15]([C:16]([O:18]C(C)(C)C)=[O:17])=[CH:14][CH:13]=1)=[O:10].Cl.O1CCOCC1, predict the reaction product. The product is: [Br:1][CH2:2][CH2:3][CH2:4][CH2:5][CH2:6][CH2:7][CH2:8][C:9]([NH:11][C:12]1[CH:24]=[CH:23][C:15]([C:16]([OH:18])=[O:17])=[CH:14][CH:13]=1)=[O:10]. (5) Given the reactants [Cl:1][CH2:2][CH2:3][CH2:4][O:5][C:6]1[CH:7]=[CH:8][C:9]2[CH2:10][C@H:11]3[NH:22][CH2:21][CH2:20][C@@:17]4([C:18]=2[CH:19]=1)[C@H:12]3[CH2:13][CH2:14][CH2:15][CH2:16]4.Cl.C(N(CC)CC)C.[CH3:31][S:32](Cl)(=[O:34])=[O:33], predict the reaction product. The product is: [Cl:1][CH2:2][CH2:3][CH2:4][O:5][C:6]1[CH:7]=[CH:8][C:9]2[CH2:10][C@H:11]3[N:22]([S:32]([CH3:31])(=[O:34])=[O:33])[CH2:21][CH2:20][C@@:17]4([C:18]=2[CH:19]=1)[C@H:12]3[CH2:13][CH2:14][CH2:15][CH2:16]4. (6) Given the reactants [CH3:1][C:2]1[N:3]=[C:4]2[N:8]([C:9]=1[C:10]([OH:12])=O)[CH:7]=[CH:6][S:5]2.[N:13]1([CH2:19][C:20]2[CH:34]=[CH:33][C:23]3[NH:24][C:25]([C:27]4[C:31]([NH2:32])=[CH:30][NH:29][N:28]=4)=[N:26][C:22]=3[CH:21]=2)[CH2:18][CH2:17][O:16][CH2:15][CH2:14]1.C(Cl)CCl, predict the reaction product. The product is: [N:13]1([CH2:19][C:20]2[CH:34]=[CH:33][C:23]3[NH:24][C:25]([C:27]4[C:31]([NH:32][C:10]([C:9]5[N:8]6[C:4]([S:5][CH:6]=[CH:7]6)=[N:3][C:2]=5[CH3:1])=[O:12])=[CH:30][NH:29][N:28]=4)=[N:26][C:22]=3[CH:21]=2)[CH2:18][CH2:17][O:16][CH2:15][CH2:14]1. (7) The product is: [C:16]([NH:19][C@H:20]([CH2:24][OH:25])[C:21]([NH:33][CH2:26][C:27]1[CH:32]=[CH:31][CH:30]=[CH:29][CH:28]=1)=[O:23])(=[O:18])[CH3:17]. Given the reactants CN1CCOCC1.C(OC(Cl)=O)C(C)C.[C:16]([NH:19][C@H:20]([CH2:24][OH:25])[C:21]([OH:23])=O)(=[O:18])[CH3:17].[CH2:26]([NH2:33])[C:27]1[CH:32]=[CH:31][CH:30]=[CH:29][CH:28]=1, predict the reaction product.